Dataset: Full USPTO retrosynthesis dataset with 1.9M reactions from patents (1976-2016). Task: Predict the reactants needed to synthesize the given product. Given the product [NH2:17][C:16]1[C:9]2[C:10](=[CH:11][N:12]=[CH:13][C:8]=2[C:5]2[CH:4]=[CH:3][C:2]([NH:1][C:28]([NH:27][C:23]3[CH:22]=[CH:21][C:20]([F:19])=[C:25]([CH3:31])[CH:24]=3)=[O:29])=[CH:7][CH:6]=2)[N:14]([CH3:18])[N:15]=1, predict the reactants needed to synthesize it. The reactants are: [NH2:1][C:2]1[CH:7]=[CH:6][C:5]([C:8]2[CH:13]=[N:12][CH:11]=[C:10]3[N:14]([CH3:18])[N:15]=[C:16]([NH2:17])[C:9]=23)=[CH:4][CH:3]=1.[F:19][C:20]1[CH:25]=[CH:24][C:23]([N:27]=[C:28]=[O:29])(C)[CH2:22][CH:21]=1.F[C:31]1C=CC(C)=CC=1N=C=O.